Dataset: Full USPTO retrosynthesis dataset with 1.9M reactions from patents (1976-2016). Task: Predict the reactants needed to synthesize the given product. Given the product [CH3:24][C:25]([CH3:31])([CH3:30])[CH2:26][C:27]([N:17]1[CH2:18][CH2:19][C:12]2([C:11](=[O:21])[N:10]([C:7]3[CH:8]=[CH:9][C:4]([O:3][C:2]([F:1])([F:22])[F:23])=[CH:5][CH:6]=3)[CH2:14][CH2:13]2)[CH2:15][C:16]1=[O:20])=[O:28], predict the reactants needed to synthesize it. The reactants are: [F:1][C:2]([F:23])([F:22])[O:3][C:4]1[CH:9]=[CH:8][C:7]([N:10]2[CH2:14][CH2:13][C:12]3([CH2:19][CH2:18][NH:17][C:16](=[O:20])[CH2:15]3)[C:11]2=[O:21])=[CH:6][CH:5]=1.[CH3:24][C:25]([CH3:31])([CH3:30])[CH2:26][C:27](Cl)=[O:28].